Dataset: Forward reaction prediction with 1.9M reactions from USPTO patents (1976-2016). Task: Predict the product of the given reaction. Given the reactants [K].[Cl:2][C:3]1[N:11]=[C:10](Cl)[CH:9]=[CH:8][C:4]=1[C:5]([OH:7])=[O:6].[CH3:13][OH:14], predict the reaction product. The product is: [Cl:2][C:3]1[N:11]=[C:10]([O:14][CH3:13])[CH:9]=[CH:8][C:4]=1[C:5]([OH:7])=[O:6].